Dataset: NCI-60 drug combinations with 297,098 pairs across 59 cell lines. Task: Regression. Given two drug SMILES strings and cell line genomic features, predict the synergy score measuring deviation from expected non-interaction effect. (1) Drug 1: C1=C(C(=O)NC(=O)N1)F. Drug 2: CCC1(C2=C(COC1=O)C(=O)N3CC4=CC5=C(C=CC(=C5CN(C)C)O)N=C4C3=C2)O.Cl. Cell line: 786-0. Synergy scores: CSS=28.6, Synergy_ZIP=-8.81, Synergy_Bliss=-8.37, Synergy_Loewe=-4.61, Synergy_HSA=-2.48. (2) Drug 1: CC1=C2C(C(=O)C3(C(CC4C(C3C(C(C2(C)C)(CC1OC(=O)C(C(C5=CC=CC=C5)NC(=O)OC(C)(C)C)O)O)OC(=O)C6=CC=CC=C6)(CO4)OC(=O)C)OC)C)OC. Drug 2: CS(=O)(=O)C1=CC(=C(C=C1)C(=O)NC2=CC(=C(C=C2)Cl)C3=CC=CC=N3)Cl. Cell line: A498. Synergy scores: CSS=22.4, Synergy_ZIP=-3.13, Synergy_Bliss=-5.58, Synergy_Loewe=-11.5, Synergy_HSA=-4.48. (3) Drug 1: C1CC(=O)NC(=O)C1N2CC3=C(C2=O)C=CC=C3N. Drug 2: C1=NC2=C(N=C(N=C2N1C3C(C(C(O3)CO)O)F)Cl)N. Cell line: SF-268. Synergy scores: CSS=8.13, Synergy_ZIP=-8.09, Synergy_Bliss=-2.76, Synergy_Loewe=-34.1, Synergy_HSA=-1.41. (4) Drug 1: CN1CCC(CC1)COC2=C(C=C3C(=C2)N=CN=C3NC4=C(C=C(C=C4)Br)F)OC. Drug 2: CC(CN1CC(=O)NC(=O)C1)N2CC(=O)NC(=O)C2. Cell line: SN12C. Synergy scores: CSS=39.8, Synergy_ZIP=-5.04, Synergy_Bliss=6.34, Synergy_Loewe=8.82, Synergy_HSA=9.44. (5) Drug 1: CCC(=C(C1=CC=CC=C1)C2=CC=C(C=C2)OCCN(C)C)C3=CC=CC=C3.C(C(=O)O)C(CC(=O)O)(C(=O)O)O. Drug 2: COC1=NC(=NC2=C1N=CN2C3C(C(C(O3)CO)O)O)N. Cell line: T-47D. Synergy scores: CSS=4.01, Synergy_ZIP=0.234, Synergy_Bliss=3.93, Synergy_Loewe=0.804, Synergy_HSA=1.33.